From a dataset of Full USPTO retrosynthesis dataset with 1.9M reactions from patents (1976-2016). Predict the reactants needed to synthesize the given product. (1) Given the product [CH3:11][C:6]1([CH3:12])[C:5]2[C:9](=[CH:10][C:2]([C:42]#[N:43])=[CH:3][CH:4]=2)[NH:8][CH2:7]1, predict the reactants needed to synthesize it. The reactants are: Cl[C:2]1[CH:10]=[C:9]2[C:5]([C:6]([CH3:12])([CH3:11])[CH2:7][NH:8]2)=[CH:4][CH:3]=1.C1(P(C2CCCCC2)C2C=CC=CC=2C2C(OC)=CC=CC=2OC)CCCCC1.[CH3:42][N:43]1CCCC1=O. (2) Given the product [Br:1][C:2]1[CH:3]=[CH:4][C:5]([C:14]2[CH:15]=[CH:16][C:11]([O:10][CH3:9])=[CH:12][CH:13]=2)=[N:6][CH:7]=1, predict the reactants needed to synthesize it. The reactants are: [Br:1][C:2]1[CH:3]=[CH:4][C:5](I)=[N:6][CH:7]=1.[CH3:9][O:10][C:11]1[CH:16]=[CH:15][C:14](B(O)O)=[CH:13][CH:12]=1.C([O-])([O-])=O.[Na+].[Na+].O. (3) Given the product [CH3:9][O:8][C:4]1[CH:3]=[C:2]([NH:1][C:43](=[O:44])[C:42]2[CH:46]=[C:38]([CH2:37][C:31]3[C:32](=[O:36])[C:33]([O:34][CH3:35])=[C:28]([O:27][CH3:26])[C:29](=[O:52])[C:30]=3[CH3:51])[CH:39]=[CH:40][C:41]=2[O:47][C:48](=[O:50])[CH3:49])[CH:7]=[CH:6][N:5]=1, predict the reactants needed to synthesize it. The reactants are: [NH2:1][C:2]1[CH:7]=[CH:6][N:5]=[C:4]([O:8][CH3:9])[CH:3]=1.C(N(CC)CC)C.[Cl-].ClC1N(C)CC[NH+]1C.[CH3:26][O:27][C:28]1[C:29](=[O:52])[C:30]([CH3:51])=[C:31]([CH2:37][C:38]2[CH:39]=[CH:40][C:41]([O:47][C:48](=[O:50])[CH3:49])=[C:42]([CH:46]=2)[C:43](O)=[O:44])[C:32](=[O:36])[C:33]=1[O:34][CH3:35]. (4) Given the product [Cl:39][C:36]1[CH:35]=[CH:34][C:33]([C:30]2[CH:31]=[CH:32][C:27]([C:26]#[C:25][C:21]3[CH:20]=[C:19]4[C:24](=[CH:23][CH:22]=3)[N:16]([CH2:15][CH2:14][N:5]([CH2:4][CH:1]3[CH2:3][CH2:2]3)[CH2:6][CH2:7][CH3:8])[CH:17]=[CH:18]4)=[N:28][CH:29]=2)=[CH:38][CH:37]=1, predict the reactants needed to synthesize it. The reactants are: [CH:1]1([CH2:4][NH:5][CH2:6][CH2:7][CH3:8])[CH2:3][CH2:2]1.CS(O[CH2:14][CH2:15][N:16]1[C:24]2[C:19](=[CH:20][C:21]([C:25]#[C:26][C:27]3[CH:32]=[CH:31][C:30]([C:33]4[CH:38]=[CH:37][C:36]([Cl:39])=[CH:35][CH:34]=4)=[CH:29][N:28]=3)=[CH:22][CH:23]=2)[CH:18]=[CH:17]1)(=O)=O. (5) Given the product [F:26][C:23]1[CH:22]=[CH:21][C:20]([NH:19][C:17](=[O:18])[CH2:16][NH:1][C:2]2[CH:7]=[CH:6][C:5]([C:8]3[O:12][CH:11]=[N:10][CH:9]=3)=[C:4]([O:13][CH3:14])[CH:3]=2)=[CH:25][CH:24]=1, predict the reactants needed to synthesize it. The reactants are: [NH2:1][C:2]1[CH:7]=[CH:6][C:5]([C:8]2[O:12][CH:11]=[N:10][CH:9]=2)=[C:4]([O:13][CH3:14])[CH:3]=1.Cl[CH2:16][C:17]([NH:19][C:20]1[CH:25]=[CH:24][C:23]([F:26])=[CH:22][CH:21]=1)=[O:18]. (6) Given the product [Br:1][C:2]1[C:3]([CH3:9])=[C:4]([Cl:17])[C:5]([OH:8])=[N:6][CH:7]=1, predict the reactants needed to synthesize it. The reactants are: [Br:1][C:2]1[C:3]([CH3:9])=[CH:4][C:5]([OH:8])=[N:6][CH:7]=1.C1C(=O)N([Cl:17])C(=O)C1. (7) Given the product [C:1]([NH:4][CH2:5][CH2:6][CH2:7][S:8]([O:11][CH2:12][C:13]([CH3:19])([CH3:18])[CH2:14][CH2:15][CH:16]=[O:21])(=[O:10])=[O:9])(=[O:3])[CH3:2], predict the reactants needed to synthesize it. The reactants are: [C:1]([NH:4][CH2:5][CH2:6][CH2:7][S:8]([O:11][CH2:12][C:13]([CH3:19])([CH3:18])[CH2:14][CH2:15][CH:16]=C)(=[O:10])=[O:9])(=[O:3])[CH3:2].O.[O:21]1CCCC1.I([O-])(=O)(=O)=O.[Na+]. (8) Given the product [CH:29]([NH:32][C:22]([C:21]1[C:16]([NH:15][C:14]([C:4]2[N:5]([C:7]3[C:12]([Cl:13])=[CH:11][CH:10]=[CH:9][N:8]=3)[N:6]=[C:2]([Br:1])[CH:3]=2)=[O:23])=[C:17]([CH3:28])[CH:18]=[C:19]2[C:20]=1[NH:25][N:26]=[CH:27]2)=[O:24])([CH3:31])[CH3:30], predict the reactants needed to synthesize it. The reactants are: [Br:1][C:2]1[CH:3]=[C:4]([C:14]2[O:23][C:22](=[O:24])[C:21]3[C:16](=[C:17]([CH3:28])[CH:18]=[C:19]4[CH:27]=[N:26][NH:25][C:20]4=3)[N:15]=2)[N:5]([C:7]2[C:12]([Cl:13])=[CH:11][CH:10]=[CH:9][N:8]=2)[N:6]=1.[CH:29]([NH2:32])([CH3:31])[CH3:30].